Dataset: Forward reaction prediction with 1.9M reactions from USPTO patents (1976-2016). Task: Predict the product of the given reaction. (1) Given the reactants [F:1][C:2]1([F:19])[O:6][C:5]2[CH:7]=[C:8]([CH3:18])[C:9]([C:11]3[CH:17]=[CH:16][C:14]([NH2:15])=[CH:13][CH:12]=3)=[CH:10][C:4]=2[O:3]1.[F:20][C:21]1[CH:29]=[CH:28][CH:27]=[C:26]([F:30])[C:22]=1[C:23](Cl)=[O:24].CCN(C(C)C)C(C)C.C([O-])(O)=O.[Na+].C(Cl)Cl, predict the reaction product. The product is: [F:19][C:2]1([F:1])[O:6][C:5]2[CH:7]=[C:8]([CH3:18])[C:9]([C:11]3[CH:12]=[CH:13][C:14]([NH:15][C:23]([C:22]4[C:21]([F:20])=[CH:29][CH:28]=[CH:27][C:26]=4[F:30])=[O:24])=[CH:16][CH:17]=3)=[CH:10][C:4]=2[O:3]1. (2) Given the reactants [Cl:1][C:2]1[CH:9]=[C:8](F)[CH:7]=[CH:6][C:3]=1[C:4]#[N:5].[C:11]([C:13]1[CH:24]=[CH:23][C:16]([CH2:17][C@@H:18]([C:20]([OH:22])=[O:21])[NH2:19])=[CH:15][CH:14]=1)#[N:12].C(=O)([O-])[O-].[Cs+].[Cs+].C(OCC)(=O)C, predict the reaction product. The product is: [Cl:1][C:2]1[CH:9]=[C:8]([NH:19][C@H:18]([C:20]([OH:22])=[O:21])[CH2:17][C:16]2[CH:15]=[CH:14][C:13]([C:11]#[N:12])=[CH:24][CH:23]=2)[CH:7]=[CH:6][C:3]=1[C:4]#[N:5]. (3) Given the reactants [F:1][C:2]1[CH:7]=[CH:6][C:5]([CH:8]([OH:28])[CH:9]([CH2:13][C:14]2[CH:27]=[CH:26][C:17]3[O:18][C:19]([F:25])([F:24])[C:20]([F:23])([F:22])[O:21][C:16]=3[CH:15]=2)C(O)=O)=[CH:4][CH:3]=1.C1(P(N=[N+]=[N-])(C2C=CC=CC=2)=[O:36])C=CC=CC=1.C([N:48]([CH2:51]C)CC)C, predict the reaction product. The product is: [F:1][C:2]1[CH:3]=[CH:4][C:5]([CH:8]2[O:28][C:51](=[O:36])[NH:48][CH:9]2[CH2:13][C:14]2[CH:27]=[CH:26][C:17]3[O:18][C:19]([F:24])([F:25])[C:20]([F:23])([F:22])[O:21][C:16]=3[CH:15]=2)=[CH:6][CH:7]=1. (4) Given the reactants [C:1]([C:4]1[C:12]2[C:11]([N:13]3[CH2:16][CH2:15][C@H:14]3[C:17]3[N:22]([C:23]4[CH:28]=[CH:27][C:26]([F:29])=[CH:25][CH:24]=4)[C:21](=[O:30])[C:20]4=[C:31]([Cl:34])[CH:32]=[CH:33][N:19]4[N:18]=3)=[N:10][CH:9]=[N:8][C:7]=2[N:6](COCC[Si](C)(C)C)[CH:5]=1)(=[O:3])[CH3:2], predict the reaction product. The product is: [C:1]([C:4]1[C:12]2[C:11]([N:13]3[CH2:16][CH2:15][C@H:14]3[C:17]3[N:22]([C:23]4[CH:24]=[CH:25][C:26]([F:29])=[CH:27][CH:28]=4)[C:21](=[O:30])[C:20]4=[C:31]([Cl:34])[CH:32]=[CH:33][N:19]4[N:18]=3)=[N:10][CH:9]=[N:8][C:7]=2[NH:6][CH:5]=1)(=[O:3])[CH3:2]. (5) The product is: [NH2:20][C:19]1[N:18]=[CH:17][N:16]=[C:15]2[N:11]([CH:8]3[CH2:7][CH2:6][C:5](=[O:4])[CH2:10][CH2:9]3)[N:12]=[C:13]([C:21]3[CH:22]=[CH:23][C:24]([O:27][C:28]4[N:33]=[CH:32][CH:31]=[CH:30][N:29]=4)=[CH:25][CH:26]=3)[C:14]=12. Given the reactants O1[C:5]2([CH2:10][CH2:9][CH:8]([N:11]3[C:15]4=[N:16][CH:17]=[N:18][C:19]([NH2:20])=[C:14]4[C:13]([C:21]4[CH:26]=[CH:25][C:24]([O:27][C:28]5[N:33]=[CH:32][CH:31]=[CH:30][N:29]=5)=[CH:23][CH:22]=4)=[N:12]3)[CH2:7][CH2:6]2)[O:4]CC1.Cl, predict the reaction product. (6) Given the reactants C[O:2][C:3](=O)[C:4]1[C:9]([O:10][CH3:11])=[CH:8][C:7]([O:12][CH3:13])=[N:6][C:5]=1[CH3:14].[OH-].[Li+].COC1C(C(O)=O)=C(C)[N:23]=C(OC)C=1.C(Cl)(=O)C(Cl)=O.Cl.COC1C(C(Cl)=O)=C(C)N=C(OC)C=1.[OH-].[NH4+], predict the reaction product. The product is: [CH3:11][O:10][C:9]1[C:4]([C:3]([NH2:23])=[O:2])=[C:5]([CH3:14])[N:6]=[C:7]([O:12][CH3:13])[CH:8]=1.